Predict the reactants needed to synthesize the given product. From a dataset of Full USPTO retrosynthesis dataset with 1.9M reactions from patents (1976-2016). (1) Given the product [CH3:31][O:32][C:33]1[CH:38]=[CH:37][CH:36]=[C:35]2[C:34]=1[NH:39][C:21]([C:22]1[CH:27]=[CH:26][CH:25]=[CH:24][CH:23]=1)=[C:20]2[CH2:19][CH2:18][N:15]1[CH2:16][CH2:17][CH:12]([C:8]2[CH:7]=[C:6]([NH:5][C:3](=[O:4])[CH:2]([CH3:29])[CH3:1])[CH:11]=[CH:10][CH:9]=2)[CH2:13][CH2:14]1, predict the reactants needed to synthesize it. The reactants are: [CH3:1][CH:2]([CH3:29])[C:3]([NH:5][C:6]1[CH:11]=[CH:10][CH:9]=[C:8]([CH:12]2[CH2:17][CH2:16][N:15]([CH2:18][CH2:19][CH2:20][C:21](=O)[C:22]3[CH:27]=[CH:26][CH:25]=[CH:24][CH:23]=3)[CH2:14][CH2:13]2)[CH:7]=1)=[O:4].Cl.[CH3:31][O:32][C:33]1[CH:38]=[CH:37][CH:36]=[CH:35][C:34]=1[NH:39]N. (2) Given the product [Cl:17][C:14]1[C:13]([NH:18][S:19]([N:22]([CH3:24])[CH3:23])(=[O:21])=[O:20])=[CH:12][C:11]([C:8]2[N:5]3[CH:6]=[CH:7][C:2]([C:27]4[CH:26]=[CH:31][N:30]=[CH:29][CH:28]=4)=[CH:3][C:4]3=[N:10][CH:9]=2)=[CH:16][N:15]=1, predict the reactants needed to synthesize it. The reactants are: Br[C:2]1[CH:7]=[CH:6][N:5]2[C:8]([C:11]3[CH:12]=[C:13]([NH:18][S:19]([N:22]([CH3:24])[CH3:23])(=[O:21])=[O:20])[C:14]([Cl:17])=[N:15][CH:16]=3)=[CH:9][N:10]=[C:4]2[CH:3]=1.Br[C:26]1[CH:27]=[C:28](NS(N(C)C)(=O)=O)[C:29](Cl)=[N:30][CH:31]=1.B1(B2OC(C)(C)C(C)(C)O2)OC(C)(C)C(C)(C)O1.C([O-])(=O)C.[K+].BrC1C=CN2C(I)=CN=C2C=1.C(=O)([O-])[O-].[Na+].[Na+]. (3) Given the product [CH2:14]([S:11]([C:6]1[CH:7]=[CH:8][CH:9]=[CH:10][C:5]=1[C:3]1[N:16]=[C:17]2[CH:22]=[C:21]([C:23]([F:25])([F:24])[F:26])[CH:20]=[CH:19][N:18]2[CH:2]=1)(=[O:13])=[O:12])[CH3:15], predict the reactants needed to synthesize it. The reactants are: Br[CH2:2][C:3]([C:5]1[CH:10]=[CH:9][CH:8]=[CH:7][C:6]=1[S:11]([CH2:14][CH3:15])(=[O:13])=[O:12])=O.[NH2:16][C:17]1[CH:22]=[C:21]([C:23]([F:26])([F:25])[F:24])[CH:20]=[CH:19][N:18]=1. (4) Given the product [CH2:7]([O:6][C:4](=[O:5])[CH2:3][NH:2][C:28]([CH:24]1[CH2:25][CH2:26][CH2:27][N:23]1[C:21]([O:20][C:16]([CH3:19])([CH3:18])[CH3:17])=[O:22])=[O:29])[CH3:8], predict the reactants needed to synthesize it. The reactants are: Cl.[NH2:2][CH2:3][C:4]([O:6][CH2:7][CH3:8])=[O:5].C(N(CC)CC)C.[C:16]([O:20][C:21]([N:23]1[CH2:27][CH2:26][CH2:25][CH:24]1[C:28](O)=[O:29])=[O:22])([CH3:19])([CH3:18])[CH3:17].C1(N=C=NC2CCCCC2)CCCCC1. (5) The reactants are: [NH2:1][C:2]1[C:7]([CH:8]=O)=[CH:6][N:5]=[C:4]([N:10]2[CH2:15][CH2:14][N:13]([CH3:16])[CH2:12][CH2:11]2)[N:3]=1.C[O:18][C:19](=O)[CH2:20][C:21]([NH:23][C:24]1[CH:29]=[C:28]([C:30](=[O:40])[NH:31][C@H:32]([C:34]2[CH:39]=[CH:38][CH:37]=[CH:36][CH:35]=2)[CH3:33])[CH:27]=[CH:26][C:25]=1[Cl:41])=[O:22].N1CCCCC1. Given the product [Cl:41][C:25]1[CH:26]=[CH:27][C:28]([C:30](=[O:40])[NH:31][C@H:32]([C:34]2[CH:39]=[CH:38][CH:37]=[CH:36][CH:35]=2)[CH3:33])=[CH:29][C:24]=1[NH:23][C:21]([C:20]1[C:19](=[O:18])[NH:1][C:2]2[N:3]=[C:4]([N:10]3[CH2:15][CH2:14][N:13]([CH3:16])[CH2:12][CH2:11]3)[N:5]=[CH:6][C:7]=2[CH:8]=1)=[O:22], predict the reactants needed to synthesize it.